From a dataset of Full USPTO retrosynthesis dataset with 1.9M reactions from patents (1976-2016). Predict the reactants needed to synthesize the given product. (1) The reactants are: [CH:1]1([CH2:5][NH:6][C:7]([C:9]2[N:14]=[C:13]([O:15][CH2:16][C:17]([OH:19])=[O:18])[CH:12]=[CH:11][C:10]=2[NH:20][C:21]([C:23]2[C:32]3[C:27](=[CH:28][CH:29]=[CH:30][CH:31]=3)[C:26]([CH2:33][N:34]3[CH:38]=[CH:37][N:36]=[N:35]3)=[CH:25][CH:24]=2)=[O:22])=[O:8])[CH2:4][CH2:3][CH2:2]1.ClC(O[CH:43]([CH3:45])[CH3:44])=O. Given the product [CH:43]([O:18][C:17](=[O:19])[CH2:16][O:15][C:13]1[CH:12]=[CH:11][C:10]([NH:20][C:21]([C:23]2[C:32]3[C:27](=[CH:28][CH:29]=[CH:30][CH:31]=3)[C:26]([CH2:33][N:34]3[CH:38]=[CH:37][N:36]=[N:35]3)=[CH:25][CH:24]=2)=[O:22])=[C:9]([C:7](=[O:8])[NH:6][CH2:5][CH:1]2[CH2:4][CH2:3][CH2:2]2)[N:14]=1)([CH3:45])[CH3:44], predict the reactants needed to synthesize it. (2) The reactants are: C[O:2][C:3]([C:5]1[CH:9]=[C:8]([C:10]2[CH:15]=[CH:14][C:13]([NH:16][C:17](=[O:31])[CH2:18][C:19]3[CH:24]=[C:23]([O:25][CH3:26])[C:22]([O:27][CH3:28])=[C:21]([O:29][CH3:30])[CH:20]=3)=[CH:12][C:11]=2[N+:32]([O-:34])=[O:33])[O:7][C:6]=1[CH3:35])=[O:4].[Li+].[OH-].Cl. Given the product [CH3:35][C:6]1[O:7][C:8]([C:10]2[CH:15]=[CH:14][C:13]([NH:16][C:17](=[O:31])[CH2:18][C:19]3[CH:24]=[C:23]([O:25][CH3:26])[C:22]([O:27][CH3:28])=[C:21]([O:29][CH3:30])[CH:20]=3)=[CH:12][C:11]=2[N+:32]([O-:34])=[O:33])=[CH:9][C:5]=1[C:3]([OH:4])=[O:2], predict the reactants needed to synthesize it. (3) Given the product [O:9]=[C:7]1[N:6]([C:10]2[CH:23]=[CH:22][C:13]3[C:14]4[N:15]([C:24](=[O:27])[CH2:25][CH3:26])[N:16]=[CH:17][C:18]=4[CH2:19][CH2:20][CH2:21][C:12]=3[CH:11]=2)[CH2:5][C@H:4]([CH2:3][NH:2][C:24](=[O:27])[CH2:25][CH3:26])[O:8]1, predict the reactants needed to synthesize it. The reactants are: Cl.[NH2:2][CH2:3][C@@H:4]1[O:8][C:7](=[O:9])[N:6]([C:10]2[CH:23]=[CH:22][C:13]3[C:14]4[NH:15][N:16]=[CH:17][C:18]=4[CH2:19][CH2:20][CH2:21][C:12]=3[CH:11]=2)[CH2:5]1.[C:24](Cl)(=[O:27])[CH2:25][CH3:26]. (4) Given the product [BrH:17].[Br:17][CH:8]([C:6]1[CH:5]=[CH:4][N:3]=[C:2]([F:1])[CH:7]=1)[C:9]([C:11]1[CH:16]=[CH:15][N:14]=[CH:13][CH:12]=1)=[O:10], predict the reactants needed to synthesize it. The reactants are: [F:1][C:2]1[CH:7]=[C:6]([CH2:8][C:9]([C:11]2[CH:16]=[CH:15][N:14]=[CH:13][CH:12]=2)=[O:10])[CH:5]=[CH:4][N:3]=1.[Br:17]Br. (5) Given the product [CH:1]1[C:2]([CH2:10][C@@H:11]([NH2:28])[CH2:12][C:13]([N:15]2[CH2:27][C:19]3=[N:20][N:21]=[C:22]([C:23]([F:26])([F:25])[F:24])[N:18]3[CH2:17][CH2:16]2)=[O:14])=[C:3]([F:9])[CH:4]=[C:5]([F:8])[C:6]=1[F:7].[OH2:30].[OH:31][P:29]([OH:33])([OH:32])=[O:30], predict the reactants needed to synthesize it. The reactants are: [CH:1]1[C:2]([CH2:10][C@@H:11]([NH2:28])[CH2:12][C:13]([N:15]2[CH2:27][C:19]3=[N:20][N:21]=[C:22]([C:23]([F:26])([F:25])[F:24])[N:18]3[CH2:17][CH2:16]2)=[O:14])=[C:3]([F:9])[CH:4]=[C:5]([F:8])[C:6]=1[F:7].[P:29](=[O:33])([OH:32])([OH:31])[OH:30].C(OCC)(=O)C.C(OCC(C)C)(=O)C. (6) Given the product [C:39]([O:38][C:36](=[O:37])[NH:30][C@@H:29]([CH2:28][O:27][Si:10]([C:23]([CH3:26])([CH3:25])[CH3:24])([C:17]1[CH:22]=[CH:21][CH:20]=[CH:19][CH:18]=1)[C:11]1[CH:12]=[CH:13][CH:14]=[CH:15][CH:16]=1)[CH2:34][O:33][CH2:32][C:31]([C:5]1[CH:6]=[CH:7][C:2]([Cl:1])=[CH:3][CH:4]=1)=[O:35])([CH3:42])([CH3:40])[CH3:41], predict the reactants needed to synthesize it. The reactants are: [Cl:1][C:2]1[CH:7]=[CH:6][C:5]([Mg]Br)=[CH:4][CH:3]=1.[Si:10]([O:27][CH2:28][C@H:29]1[CH2:34][O:33][CH2:32][C:31](=[O:35])[N:30]1[C:36]([O:38][C:39]([CH3:42])([CH3:41])[CH3:40])=[O:37])([C:23]([CH3:26])([CH3:25])[CH3:24])([C:17]1[CH:22]=[CH:21][CH:20]=[CH:19][CH:18]=1)[C:11]1[CH:16]=[CH:15][CH:14]=[CH:13][CH:12]=1.[Cl-].[NH4+].C(OCC)(=O)C. (7) Given the product [C:30]1([CH:7]([C:1]2[CH:2]=[CH:3][CH:4]=[CH:5][CH:6]=2)[N:8]2[C:16]3[C:11](=[CH:12][CH:13]=[C:14]([F:17])[CH:15]=3)[CH:10]([C:18]3[C:19]([OH:27])=[CH:20][C:21]4[O:25][CH2:24][CH2:23][C:22]=4[CH:26]=3)[C:9]2=[O:29])[CH:31]=[CH:32][CH:33]=[CH:34][CH:35]=1, predict the reactants needed to synthesize it. The reactants are: [C:1]1([CH:7]([C:30]2[CH:35]=[CH:34][CH:33]=[CH:32][CH:31]=2)[N:8]2[C:16]3[C:11](=[CH:12][CH:13]=[C:14]([F:17])[CH:15]=3)[C:10](O)([C:18]3[C:19]([OH:27])=[CH:20][C:21]4[O:25][CH2:24][CH2:23][C:22]=4[CH:26]=3)[C:9]2=[O:29])[CH:6]=[CH:5][CH:4]=[CH:3][CH:2]=1.ClC1C=CC=C2C=1C(O)(C1C(O)=CC3OCCC=3C=1)C(=O)N2C(C1C=CC=CC=1)C1C=CC=CC=1.